Dataset: Forward reaction prediction with 1.9M reactions from USPTO patents (1976-2016). Task: Predict the product of the given reaction. (1) The product is: [CH3:42][C:41]1[N:19]2[CH:20]=[C:21]([NH:24][C:25](=[O:40])[C:26]3[CH:27]=[CH:28][C:29]([O:32][CH2:33][C:34]4[CH:39]=[CH:38][CH:37]=[CH:36][N:35]=4)=[CH:30][CH:31]=3)[CH:22]=[CH:23][C:18]2=[N:17][C:16]=1[CH2:15][CH2:14][CH:13]=[O:12]. Given the reactants C(N(CC)CC)C.CS(C)=O.[OH:12][CH2:13][CH2:14][CH2:15][C:16]1[N:17]=[C:18]2[CH:23]=[CH:22][C:21]([NH:24][C:25](=[O:40])[C:26]3[CH:31]=[CH:30][C:29]([O:32][CH2:33][C:34]4[CH:39]=[CH:38][CH:37]=[CH:36][N:35]=4)=[CH:28][CH:27]=3)=[CH:20][N:19]2[C:41]=1[CH3:42], predict the reaction product. (2) Given the reactants [CH:1]([O:4][C:5]([N:7]1[CH2:12][CH2:11][CH:10]([CH2:13][CH2:14][O:15][C:16]2[CH:17]=[C:18]3[C:23](=[CH:24][CH:25]=2)[CH2:22][N:21](C(OCC2C=CC=CC=2)=O)[CH2:20][CH2:19]3)[CH2:9][CH2:8]1)=[O:6])([CH3:3])[CH3:2], predict the reaction product. The product is: [CH2:22]1[C:23]2[C:18](=[CH:17][C:16]([O:15][CH2:14][CH2:13][CH:10]3[CH2:11][CH2:12][N:7]([C:5]([O:4][CH:1]([CH3:3])[CH3:2])=[O:6])[CH2:8][CH2:9]3)=[CH:25][CH:24]=2)[CH2:19][CH2:20][NH:21]1. (3) Given the reactants [CH3:1][C:2]1([C:5]2[NH:6][CH:7]=[CH:8][C:9](=O)[CH:10]=2)[CH2:4][CH2:3]1.P(Br)(Br)([Br:14])=O.C([O-])(O)=O.[Na+], predict the reaction product. The product is: [Br:14][C:9]1[CH:8]=[CH:7][N:6]=[C:5]([C:2]2([CH3:1])[CH2:4][CH2:3]2)[CH:10]=1. (4) Given the reactants [CH3:1][O:2][CH2:3][CH2:4][NH:5][C:6]1[CH:7]=[C:8]([C:12]2[CH:17]=[CH:16][C:15]([C:18]([F:21])([F:20])[F:19])=[CH:14][CH:13]=2)[CH:9]=[CH:10][CH:11]=1.Br[CH2:23][C:24]1[CH:36]=[CH:35][C:27]([O:28][CH2:29][C:30]([O:32][CH2:33][CH3:34])=[O:31])=[C:26]([CH3:37])[CH:25]=1.C(N(CC)C(C)C)(C)C, predict the reaction product. The product is: [CH3:1][O:2][CH2:3][CH2:4][N:5]([CH2:23][C:24]1[CH:36]=[CH:35][C:27]([O:28][CH2:29][C:30]([O:32][CH2:33][CH3:34])=[O:31])=[C:26]([CH3:37])[CH:25]=1)[C:6]1[CH:7]=[C:8]([C:12]2[CH:17]=[CH:16][C:15]([C:18]([F:19])([F:20])[F:21])=[CH:14][CH:13]=2)[CH:9]=[CH:10][CH:11]=1. (5) Given the reactants FC(F)(F)S(O[C:7]1[CH2:11][N:10]([C:12]([O:14][C:15]([CH3:18])([CH3:17])[CH3:16])=[O:13])[C@H:9]([C:19]([O:21][CH3:22])=[O:20])[CH:8]=1)(=O)=O.[B:25]1([B:25]2[O:29][C:28]([CH3:31])([CH3:30])[C:27]([CH3:33])([CH3:32])[O:26]2)[O:29][C:28]([CH3:31])([CH3:30])[C:27]([CH3:33])([CH3:32])[O:26]1.CC([O-])=O.[K+], predict the reaction product. The product is: [CH3:32][C:27]1([CH3:33])[C:28]([CH3:31])([CH3:30])[O:29][B:25]([C:7]2[CH2:11][N:10]([C:12]([O:14][C:15]([CH3:18])([CH3:17])[CH3:16])=[O:13])[C@H:9]([C:19]([O:21][CH3:22])=[O:20])[CH:8]=2)[O:26]1. (6) Given the reactants [Br:1][C:2]1[CH:7]=[CH:6][C:5]([OH:8])=[CH:4][CH:3]=1.Cl[CH2:10][CH2:11][N:12]([CH2:15][CH3:16])[CH2:13][CH3:14].Cl.C([O-])([O-])=O.[K+].[K+], predict the reaction product. The product is: [Br:1][C:2]1[CH:7]=[CH:6][C:5]([O:8][CH2:10][CH2:11][N:12]([CH2:15][CH3:16])[CH2:13][CH3:14])=[CH:4][CH:3]=1. (7) The product is: [C:8]([CH:9]([C:26](=[O:27])[CH2:25][S:24][C:18]1[CH:23]=[CH:22][CH:21]=[CH:20][CH:19]=1)[C:10]([O:12][C:13]([CH3:16])([CH3:15])[CH3:14])=[O:11])(=[O:7])[CH3:17]. Given the reactants C(O[Na])(C)(C)C.[O:7]=[C:8]([CH3:17])[CH2:9][C:10]([O:12][C:13]([CH3:16])([CH3:15])[CH3:14])=[O:11].[C:18]1([S:24][CH2:25][C:26](Cl)=[O:27])[CH:23]=[CH:22][CH:21]=[CH:20][CH:19]=1.Cl, predict the reaction product. (8) Given the reactants [OH:1][C:2]1[CH:7]=[CH:6][C:5]([C:8]2([C:11]([N:13]3[CH2:17][CH2:16][C@@:15]4([C:25]5[CH:24]=[CH:23][N:22]=[CH:21][C:20]=5[C:19](=[O:26])[O:18]4)[CH2:14]3)=[O:12])[CH2:10][CH2:9]2)=[CH:4][CH:3]=1.[O:27]1[CH2:32][CH2:31][CH:30](O)[CH2:29][CH2:28]1.N(C(OC(C)C)=O)=NC(OC(C)C)=O.C1(P(C2C=CC=CC=2)C2C=CC=CC=2)C=CC=CC=1.O1CCCC1, predict the reaction product. The product is: [O:27]1[CH2:32][CH2:31][CH:30]([O:1][C:2]2[CH:7]=[CH:6][C:5]([C:8]3([C:11]([N:13]4[CH2:17][CH2:16][C@@:15]5([C:25]6[CH:24]=[CH:23][N:22]=[CH:21][C:20]=6[C:19](=[O:26])[O:18]5)[CH2:14]4)=[O:12])[CH2:10][CH2:9]3)=[CH:4][CH:3]=2)[CH2:29][CH2:28]1. (9) Given the reactants [Cl:1][C:2]1[CH:8]=[C:7]([I:9])[CH:6]=[CH:5][C:3]=1[NH2:4].[C:10]1(=O)[O:15][C:13](=[O:14])[C:12]2=[CH:16][CH:17]=[CH:18][CH:19]=[C:11]12, predict the reaction product. The product is: [Cl:1][C:2]1[CH:8]=[C:7]([I:9])[CH:6]=[CH:5][C:3]=1[N:4]1[C:13](=[O:14])[C:12]2=[CH:16][CH:17]=[CH:18][CH:19]=[C:11]2[C:10]1=[O:15]. (10) Given the reactants [NH2:1][C:2]([N:4]1[CH2:9][CH2:8][CH:7]([NH:10][C:11]2[C:16]([CH2:17][NH:18][C:19]([C:21]3[CH:26]=[CH:25][C:24]([NH:27]C(=O)OC(C)(C)C)=[CH:23][CH:22]=3)=[O:20])=[C:15]([CH2:35][CH3:36])[N:14]=[C:13]3[N:37]([CH2:40][CH3:41])[N:38]=[CH:39][C:12]=23)[CH2:6][CH2:5]1)=[O:3].[ClH:42], predict the reaction product. The product is: [ClH:42].[NH2:27][C:24]1[CH:23]=[CH:22][C:21]([C:19]([NH:18][CH2:17][C:16]2[C:11]([NH:10][CH:7]3[CH2:6][CH2:5][N:4]([C:2]([NH2:1])=[O:3])[CH2:9][CH2:8]3)=[C:12]3[CH:39]=[N:38][N:37]([CH2:40][CH3:41])[C:13]3=[N:14][C:15]=2[CH2:35][CH3:36])=[O:20])=[CH:26][CH:25]=1.